Dataset: Catalyst prediction with 721,799 reactions and 888 catalyst types from USPTO. Task: Predict which catalyst facilitates the given reaction. The catalyst class is: 1. Reactant: ClC1C=CC(C)=CC=1.[Li].[Cl:10][C:11]1[CH:12]=[C:13]([C:17]([F:20])([F:19])[F:18])[CH:14]=[CH:15][CH:16]=1.[C:21](=[O:23])=[O:22]. Product: [F:20][C:17]([F:18])([F:19])[C:13]1[CH:14]=[CH:15][CH:16]=[C:11]([Cl:10])[C:12]=1[C:21]([OH:23])=[O:22].